Dataset: Forward reaction prediction with 1.9M reactions from USPTO patents (1976-2016). Task: Predict the product of the given reaction. (1) Given the reactants Br[C:2]1[CH:7]=[CH:6][C:5]([C:8]2[CH2:9][C:10]([C:17]3[CH:22]=[C:21]([Cl:23])[CH:20]=[C:19]([Cl:24])[CH:18]=3)([C:13]([F:16])([F:15])[F:14])[CH2:11][N:12]=2)=[CH:4][C:3]=1[Cl:25].[C:26]([O-:29])(=[O:28])C.[Na+].[CH3:31]O, predict the reaction product. The product is: [CH3:31][O:29][C:26](=[O:28])[C:2]1[CH:7]=[CH:6][C:5]([C:8]2[CH2:9][C:10]([C:17]3[CH:18]=[C:19]([Cl:24])[CH:20]=[C:21]([Cl:23])[CH:22]=3)([C:13]([F:16])([F:14])[F:15])[CH2:11][N:12]=2)=[CH:4][C:3]=1[Cl:25]. (2) The product is: [CH3:14][C:11]1([CH3:15])[CH2:12][CH2:13][C:8]([C:4]2[C:3]([NH:16][C:17]([C:19]3[NH:20][CH:21]=[C:22]([C:24]#[N:25])[N:23]=3)=[O:18])=[CH:2][CH:7]=[C:6]([C:29]3([OH:32])[CH2:30][CH2:31][O:26][CH2:27][CH2:28]3)[N:5]=2)=[CH:9][CH2:10]1. Given the reactants Br[C:2]1[CH:7]=[CH:6][N:5]=[C:4]([C:8]2[CH2:13][CH2:12][C:11]([CH3:15])([CH3:14])[CH2:10][CH:9]=2)[C:3]=1[NH:16][C:17]([C:19]1[NH:20][CH:21]=[C:22]([C:24]#[N:25])[N:23]=1)=[O:18].[O:26]1[CH2:31][CH2:30][C:29](=[O:32])[CH2:28][CH2:27]1, predict the reaction product. (3) Given the reactants CC1C=CC(S(O[CH2:12][CH:13]2[CH2:17][C:16]3[C:18]([F:30])=[C:19]([F:29])[CH:20]=[C:21]([C:22]4[CH:27]=[CH:26][CH:25]=[CH:24][C:23]=4[CH3:28])[C:15]=3[O:14]2)(=O)=O)=CC=1.[N-:31]=[N+:32]=[N-:33].[Na+], predict the reaction product. The product is: [F:30][C:18]1[C:16]2[CH2:17][CH:13]([CH2:12][N:31]=[N+:32]=[N-:33])[O:14][C:15]=2[C:21]([C:22]2[CH:27]=[CH:26][CH:25]=[CH:24][C:23]=2[CH3:28])=[CH:20][C:19]=1[F:29]. (4) The product is: [F:1][C:2]1[C:14]([NH:15][CH2:16][C:17]2[CH:22]=[C:21]([C:23]3[CH:28]=[CH:27][CH:26]=[C:25]([F:29])[CH:24]=3)[CH:20]=[CH:19][C:18]=2[F:30])=[C:13]([CH3:31])[CH:12]=[CH:11][C:3]=1[O:4][CH2:5][C:6]([OH:8])=[O:7]. Given the reactants [F:1][C:2]1[C:14]([NH:15][CH2:16][C:17]2[CH:22]=[C:21]([C:23]3[CH:28]=[CH:27][CH:26]=[C:25]([F:29])[CH:24]=3)[CH:20]=[CH:19][C:18]=2[F:30])=[C:13]([CH3:31])[CH:12]=[CH:11][C:3]=1[O:4][CH2:5][C:6]([O:8]CC)=[O:7].[OH-].[Na+], predict the reaction product. (5) The product is: [N:1]1[N:5]2[CH:6]=[CH:7][N:8]=[CH:9][C:4]2=[C:3]([C:10]#[N:12])[CH:2]=1. Given the reactants [N:1]1[N:5]2[CH:6]=[CH:7][N:8]=[CH:9][C:4]2=[C:3]([C:10]([NH2:12])=O)[CH:2]=1.C(=O)([O-])O.[Na+].[OH-].[Na+], predict the reaction product.